The task is: Predict which catalyst facilitates the given reaction.. This data is from Catalyst prediction with 721,799 reactions and 888 catalyst types from USPTO. (1) Reactant: [OH:1][CH2:2][CH2:3][NH:4][CH2:5][C@H:6]1[N:11]([C:12]([C:14]2[CH:18]=[C:17]([CH3:19])[N:16]([C:20]3[CH:25]=[CH:24][CH:23]=[CH:22][CH:21]=3)[C:15]=2[C:26]2[CH:31]=[CH:30][CH:29]=[CH:28][CH:27]=2)=[O:13])[CH2:10][CH2:9][N:8]([C:32]([O:34][C:35]([CH3:38])([CH3:37])[CH3:36])=[O:33])[CH2:7]1.ClC(Cl)(Cl)[C:41](OCC)=[O:42]. Product: [CH3:19][C:17]1[N:16]([C:20]2[CH:25]=[CH:24][CH:23]=[CH:22][CH:21]=2)[C:15]([C:26]2[CH:31]=[CH:30][CH:29]=[CH:28][CH:27]=2)=[C:14]([C:12]([N:11]2[CH2:10][CH2:9][N:8]([C:32]([O:34][C:35]([CH3:38])([CH3:37])[CH3:36])=[O:33])[CH2:7][C@H:6]2[CH2:5][N:4]2[CH2:3][CH2:2][O:1][C:41]2=[O:42])=[O:13])[CH:18]=1. The catalyst class is: 26. (2) Reactant: [CH3:1][N:2]1[C:7](=[O:8])[C:6]([NH:9][C:10]2[CH:15]=[CH:14][N:13]=[CH:12][N:11]=2)=[CH:5][C:4]([C:16]2[C:21]([CH:22]=[O:23])=[C:20]([N:24]3[CH2:35][CH2:34][N:33]4[C:26](=[CH:27][C:28]5[CH2:29][C:30]([CH3:37])([CH3:36])[CH2:31][C:32]=54)[C:25]3=[O:38])[N:19]=[CH:18][CH:17]=2)=[CH:3]1.[BH4-].[Na+]. Product: [OH:23][CH2:22][C:21]1[C:20]([N:24]2[CH2:35][CH2:34][N:33]3[C:32]4[CH2:31][C:30]([CH3:36])([CH3:37])[CH2:29][C:28]=4[CH:27]=[C:26]3[C:25]2=[O:38])=[N:19][CH:18]=[CH:17][C:16]=1[C:4]1[CH:5]=[C:6]([NH:9][C:10]2[CH:15]=[CH:14][N:13]=[CH:12][N:11]=2)[C:7](=[O:8])[N:2]([CH3:1])[CH:3]=1. The catalyst class is: 5.